From a dataset of NCI-60 drug combinations with 297,098 pairs across 59 cell lines. Regression. Given two drug SMILES strings and cell line genomic features, predict the synergy score measuring deviation from expected non-interaction effect. (1) Drug 1: CCC1=CC2CC(C3=C(CN(C2)C1)C4=CC=CC=C4N3)(C5=C(C=C6C(=C5)C78CCN9C7C(C=CC9)(C(C(C8N6C)(C(=O)OC)O)OC(=O)C)CC)OC)C(=O)OC.C(C(C(=O)O)O)(C(=O)O)O. Drug 2: C(CN)CNCCSP(=O)(O)O. Cell line: SK-MEL-2. Synergy scores: CSS=51.7, Synergy_ZIP=-1.62, Synergy_Bliss=-0.540, Synergy_Loewe=-46.5, Synergy_HSA=-0.550. (2) Cell line: SNB-75. Drug 1: CC1CCC2CC(C(=CC=CC=CC(CC(C(=O)C(C(C(=CC(C(=O)CC(OC(=O)C3CCCCN3C(=O)C(=O)C1(O2)O)C(C)CC4CCC(C(C4)OC)O)C)C)O)OC)C)C)C)OC. Drug 2: C1=NNC2=C1C(=O)NC=N2. Synergy scores: CSS=16.1, Synergy_ZIP=-3.53, Synergy_Bliss=0.407, Synergy_Loewe=-11.0, Synergy_HSA=-2.27. (3) Drug 1: C1=CC(=C2C(=C1NCCNCCO)C(=O)C3=C(C=CC(=C3C2=O)O)O)NCCNCCO. Drug 2: C(CN)CNCCSP(=O)(O)O. Cell line: A498. Synergy scores: CSS=35.8, Synergy_ZIP=2.74, Synergy_Bliss=4.70, Synergy_Loewe=-24.7, Synergy_HSA=4.58.